The task is: Predict the reaction yield, written as a fraction of the theoretical maximum amount of product (1.0 means a 100% yield; for example, 0.34 means a 34% yield).. This data is from Reaction yield outcomes from USPTO patents with 853,638 reactions. (1) The reactants are [CH2:1]([Mg]Br)[CH2:2][CH2:3][CH2:4][CH2:5][CH:6]=[CH2:7].[O:10]1[C@@H:12]([CH2:13][CH2:14][CH2:15][CH2:16][CH2:17][CH2:18][CH2:19][CH3:20])[CH2:11]1.CCOC(C)=O.[Cl-].[NH4+]. The catalyst is C1COCC1.CCCCCCC.[Cu]I.O.CC(OC)(C)C. The product is [OH:10][C@@H:12]([CH2:13][CH2:14][CH2:15][CH2:16][CH2:17][CH2:18][CH2:19][CH3:20])[CH2:11][CH2:7][CH2:6][CH2:5][CH2:4][CH2:3][CH:2]=[CH2:1]. The yield is 0.976. (2) The reactants are C([O-])([O-])=O.[Na+].[Na+].[CH:7]1([N:12]2[CH:16]=[CH:15][CH:14]=[N:13]2)[CH2:11][CH2:10][CH2:9][CH2:8]1.[Br:17]Br. No catalyst specified. The product is [Br:17][C:15]1[CH:14]=[N:13][N:12]([CH:7]2[CH2:11][CH2:10][CH2:9][CH2:8]2)[CH:16]=1. The yield is 0.930. (3) The reactants are O1[C:5]2([CH2:10][CH2:9][CH:8]([N:11]3[C:16](=[O:17])[C:15]([CH:18]([C:20]4[CH:25]=[CH:24][C:23]([C:26]5[C:27]([C:32]#[N:33])=[CH:28][CH:29]=[CH:30][CH:31]=5)=[CH:22][CH:21]=4)[CH3:19])=[C:14]([CH2:34][CH2:35][CH3:36])[N:13]4[N:37]=[CH:38][CH:39]=[C:12]34)[CH2:7][CH2:6]2)[O:4]CC1.Cl.[OH-].[Na+]. The catalyst is O1CCCC1.C(OCC)(=O)C. The product is [OH:4][C@H:5]1[CH2:6][CH2:7][C@H:8]([N:11]2[C:16](=[O:17])[C:15]([CH:18]([C:20]3[CH:25]=[CH:24][C:23]([C:26]4[C:27]([C:32]#[N:33])=[CH:28][CH:29]=[CH:30][CH:31]=4)=[CH:22][CH:21]=3)[CH3:19])=[C:14]([CH2:34][CH2:35][CH3:36])[N:13]3[N:37]=[CH:38][CH:39]=[C:12]23)[CH2:9][CH2:10]1. The yield is 0.990. (4) The reactants are N1CCCCC1.[CH3:7][O:8][C:9]1[CH:16]=[CH:15][C:12]([CH:13]=O)=[CH:11][C:10]=1[O:17][CH2:18][C:19]#[C:20][CH2:21][CH3:22].C([CH2:26][C:27]([NH:29][C:30]1[CH:38]=[CH:37][CH:36]=[CH:35][C:31]=1[C:32]([OH:34])=[O:33])=[O:28])(O)=O.CC(O)=O. The catalyst is C1(C)C=CC=CC=1. The product is [CH3:7][O:8][C:9]1[CH:16]=[CH:15][C:12](/[CH:13]=[CH:26]/[C:27]([NH:29][C:30]2[CH:38]=[CH:37][CH:36]=[CH:35][C:31]=2[C:32]([OH:34])=[O:33])=[O:28])=[CH:11][C:10]=1[O:17][CH2:18][C:19]#[C:20][CH2:21][CH3:22]. The yield is 0.600. (5) The reactants are Cl[C:2]1[N:7]=[C:6]([N:8]([C:10]2[CH:15]=[CH:14][C:13]([O:16][CH3:17])=[CH:12][CH:11]=2)[CH3:9])[CH:5]=[CH:4][N:3]=1.[NH4+].[F-].ClCCl.[CH3:23][N:24](C=O)[CH3:25]. No catalyst specified. The product is [CH3:17][O:16][C:13]1[CH:14]=[CH:15][C:10]([N:8]([CH3:9])[C:6]2[CH:5]=[CH:4][N:3]=[C:2]([N:24]([CH3:25])[CH3:23])[N:7]=2)=[CH:11][CH:12]=1. The yield is 0.920.